Task: Predict the reaction yield, written as a fraction of the theoretical maximum amount of product (1.0 means a 100% yield; for example, 0.34 means a 34% yield).. Dataset: Reaction yield outcomes from USPTO patents with 853,638 reactions (1) The reactants are [NH2:1][C:2]1[CH:17]=[CH:16][CH:15]=[C:14]([F:18])[C:3]=1[C:4]([NH:6][C:7]1[CH:12]=[CH:11][CH:10]=[CH:9][C:8]=1[Cl:13])=[O:5].[Cl:19][CH2:20][C:21](Cl)=O. The catalyst is C(O)(=O)C. The product is [Cl:19][CH2:20][C:21]1[N:6]([C:7]2[CH:12]=[CH:11][CH:10]=[CH:9][C:8]=2[Cl:13])[C:4](=[O:5])[C:3]2[C:2](=[CH:17][CH:16]=[CH:15][C:14]=2[F:18])[N:1]=1. The yield is 0.700. (2) The reactants are Br[CH2:2][C:3]1[C:4]([C:13]([F:16])([F:15])[F:14])=[N:5][N:6]([C:9]([CH3:12])([CH3:11])[CH3:10])[C:7]=1[Cl:8].O.[SH-:18].[Na+].O. The catalyst is CN(C)C=O. The product is [C:9]([N:6]1[C:7]([Cl:8])=[C:3]([CH2:2][SH:18])[C:4]([C:13]([F:16])([F:15])[F:14])=[N:5]1)([CH3:12])([CH3:11])[CH3:10]. The yield is 0.870.